From a dataset of Full USPTO retrosynthesis dataset with 1.9M reactions from patents (1976-2016). Predict the reactants needed to synthesize the given product. (1) Given the product [CH3:13][C:2]1([CH3:1])[CH2:7][CH:6]([OH:8])[CH2:5][C:4]([CH2:9][CH3:10])([CH2:11][CH3:12])[NH:3]1, predict the reactants needed to synthesize it. The reactants are: [CH3:1][C:2]1([CH3:13])[CH2:7][C:6](=[O:8])[CH2:5][C:4]([CH2:11][CH3:12])([CH2:9][CH3:10])[NH:3]1. (2) Given the product [CH2:1]([O:9][C:10]1[CH:23]=[CH:22][C:21]2[CH2:20][C:19]3[C:14](=[CH:15][CH:16]=[C:17]([O:25][CH2:26][CH2:27][CH2:28][CH2:29][CH2:30][CH2:31][CH2:32][CH3:33])[CH:18]=3)[C:13](=[O:34])[C:12]=2[CH:11]=1)[CH2:2][CH2:3][CH2:4][CH2:5][CH2:6][CH2:7][CH3:8], predict the reactants needed to synthesize it. The reactants are: [CH2:1]([O:9][C:10]1[CH:23]=[CH:22][C:21]2[C:20](=O)[C:19]3[C:14](=[CH:15][CH:16]=[C:17]([O:25][CH2:26][CH2:27][CH2:28][CH2:29][CH2:30][CH2:31][CH2:32][CH3:33])[CH:18]=3)[C:13](=[O:34])[C:12]=2[CH:11]=1)[CH2:2][CH2:3][CH2:4][CH2:5][CH2:6][CH2:7][CH3:8].